Dataset: Catalyst prediction with 721,799 reactions and 888 catalyst types from USPTO. Task: Predict which catalyst facilitates the given reaction. (1) Reactant: ClCl.C(S[C:11]1[CH:16]=[CH:15][CH:14]=[CH:13][C:12]=1[S:17]([CH2:20][CH:21]1[CH2:26][CH2:25][O:24][CH2:23][CH2:22]1)(=[O:19])=[O:18])C1C=CC=CC=1.[S:27]([Cl:31])(Cl)(=[O:29])=[O:28]. Product: [O:24]1[CH2:23][CH2:22][CH:21]([CH2:20][S:17]([C:12]2[CH:13]=[CH:14][CH:15]=[CH:16][C:11]=2[S:27]([Cl:31])(=[O:29])=[O:28])(=[O:18])=[O:19])[CH2:26][CH2:25]1. The catalyst class is: 86. (2) Reactant: C[O:2][C:3]([C:5]1[C:13]([CH3:14])=[C:12]2[C:8]([C:9]([CH:32]3[CH2:37][CH2:36][CH2:35][CH2:34][CH2:33]3)=[C:10]([C:15]3[CH:16]=[C:17]4[C:22](=[CH:23][CH:24]=3)[N:21]=[C:20]([C:25]3[S:29][C:28]([CH3:30])=[N:27][C:26]=3[CH3:31])[CH:19]=[CH:18]4)[NH:11]2)=[CH:7][CH:6]=1)=[O:4].[OH-].[Na+].Cl. Product: [CH:32]1([C:9]2[C:8]3[C:12](=[C:13]([CH3:14])[C:5]([C:3]([OH:4])=[O:2])=[CH:6][CH:7]=3)[NH:11][C:10]=2[C:15]2[CH:16]=[C:17]3[C:22](=[CH:23][CH:24]=2)[N:21]=[C:20]([C:25]2[S:29][C:28]([CH3:30])=[N:27][C:26]=2[CH3:31])[CH:19]=[CH:18]3)[CH2:37][CH2:36][CH2:35][CH2:34][CH2:33]1. The catalyst class is: 36. (3) Product: [F:1][C:2]1[CH:3]=[C:4]([CH:9]2[CH2:14][CH2:13][CH2:12][N:11]3[N:15]=[C:16]([NH2:18])[N:17]=[C:10]23)[CH:5]=[CH:6][C:7]=1[F:8]. Reactant: [F:1][C:2]1[CH:3]=[C:4]([C:9]2[C:10]3[N:11]([N:15]=[C:16]([NH2:18])[N:17]=3)[CH:12]=[CH:13][CH:14]=2)[CH:5]=[CH:6][C:7]=1[F:8].C1COCC1.II.[Mg]. The catalyst class is: 5. (4) The catalyst class is: 1. Reactant: [Li+].C[Si]([N-][Si](C)(C)C)(C)C.[C:11](#[N:13])[CH3:12].[Cl:14][C:15]1[CH:16]=[CH:17][C:18]([CH3:25])=[C:19]([CH:24]=1)[C:20](OC)=[O:21].[NH4+].[Cl-]. Product: [Cl:14][C:15]1[CH:16]=[CH:17][C:18]([CH3:25])=[C:19]([C:20](=[O:21])[CH2:12][C:11]#[N:13])[CH:24]=1. (5) Reactant: [CH2:1]([C@@H:3]1[CH2:7][O:6][C:5]([C:8]2[NH:9][C:10]([C:13]3[CH:18]=[C:17]([O:19][Si](C(C)C)(C(C)C)C(C)C)[CH:16]=[C:15]([O:30][C@@H:31]([CH3:35])[CH2:32][O:33][CH3:34])[CH:14]=3)=[CH:11][CH:12]=2)=[N:4]1)[CH3:2].[F-].C([N+](CCCC)(CCCC)CCCC)CCC.[Cl-].[NH4+]. Product: [CH2:1]([C@@H:3]1[CH2:7][O:6][C:5]([C:8]2[NH:9][C:10]([C:13]3[CH:18]=[C:17]([OH:19])[CH:16]=[C:15]([O:30][C@@H:31]([CH3:35])[CH2:32][O:33][CH3:34])[CH:14]=3)=[CH:11][CH:12]=2)=[N:4]1)[CH3:2]. The catalyst class is: 7. (6) Product: [Br:1][C:2]1[CH:3]=[C:4]([CH:8]=[C:9]([NH:11][S:12]([CH3:15])(=[O:14])=[O:13])[CH:10]=1)[C:5]([N:17]([CH3:18])[CH3:16])=[O:6]. Reactant: [Br:1][C:2]1[CH:3]=[C:4]([CH:8]=[C:9]([NH:11][S:12]([CH3:15])(=[O:14])=[O:13])[CH:10]=1)[C:5](O)=[O:6].[CH3:16][N:17](C(ON1N=NC2C=CC=NC1=2)=[N+](C)C)[CH3:18].F[P-](F)(F)(F)(F)F.CCN(C(C)C)C(C)C.CNC. The catalyst class is: 174. (7) Reactant: [CH3:1][C:2]1[N:7]=[CH:6][C:5]([N:8]([C:16]([O:18][C:19]([CH3:22])([CH3:21])[CH3:20])=[O:17])[C:9]([O:11][C:12]([CH3:15])([CH3:14])[CH3:13])=[O:10])=[CH:4][CH:3]=1.C1C(=O)N([Br:30])C(=O)C1.CC(N=NC(C#N)(C)C)(C#N)C. Product: [C:12]([O:11][C:9]([N:8]([C:5]1[CH:6]=[N:7][C:2]([CH2:1][Br:30])=[CH:3][CH:4]=1)[C:16]([O:18][C:19]([CH3:22])([CH3:21])[CH3:20])=[O:17])=[O:10])([CH3:15])([CH3:13])[CH3:14]. The catalyst class is: 53.